Dataset: Catalyst prediction with 721,799 reactions and 888 catalyst types from USPTO. Task: Predict which catalyst facilitates the given reaction. (1) Reactant: [O:1]=[C:2]1[C:10]2[C:5](=[CH:6][CH:7]=[CH:8][CH:9]=2)[C:4](=[O:11])[N:3]1[C:12]1[CH:21]=[C:20]2[C:15]([CH2:16][CH2:17][CH:18]([N:22]3[CH2:27][CH2:26][N:25](C(OC(C)(C)C)=O)[CH2:24][CH2:23]3)[CH2:19]2)=[CH:14][CH:13]=1.[C:35](O)([C:37]([F:40])([F:39])[F:38])=[O:36].FC(F)(F)C(OC(=O)C(F)(F)F)=O. Product: [F:38][C:37]([F:40])([F:39])[C:35]([N:25]1[CH2:26][CH2:27][N:22]([CH:18]2[CH2:19][C:20]3[CH:21]=[C:12]([N:3]4[C:4](=[O:11])[C:5]5[C:10](=[CH:9][CH:8]=[CH:7][CH:6]=5)[C:2]4=[O:1])[CH:13]=[CH:14][C:15]=3[CH2:16][CH2:17]2)[CH2:23][CH2:24]1)=[O:36]. The catalyst class is: 17. (2) Reactant: [CH:1]1([N:6]2[C:10]3[N:11]=[C:12]([NH2:15])[N:13]=[CH:14][C:9]=3[C:8]3[CH:16]=[CH:17][N:18]=[CH:19][C:7]2=3)[CH2:5][CH2:4][CH2:3][CH2:2]1.Cl[C:21]1[N:26]=[CH:25][C:24]([CH2:27][N:28]2[CH2:33][CH2:32][NH:31][C:30](=[O:34])[CH2:29]2)=[CH:23][CH:22]=1.CC1(C)C2C=CC=C(P(C3C=CC=CC=3)C3C=CC=CC=3)C=2OC2C1=CC=CC=2P(C1C=CC=CC=1)C1C=CC=CC=1.C(=O)([O-])[O-].[Cs+].[Cs+]. Product: [CH:1]1([N:6]2[C:10]3[N:11]=[C:12]([NH:15][C:21]4[N:26]=[CH:25][C:24]([CH2:27][N:28]5[CH2:33][CH2:32][NH:31][C:30](=[O:34])[CH2:29]5)=[CH:23][CH:22]=4)[N:13]=[CH:14][C:9]=3[C:8]3[CH:16]=[CH:17][N:18]=[CH:19][C:7]2=3)[CH2:2][CH2:3][CH2:4][CH2:5]1. The catalyst class is: 102. (3) The catalyst class is: 1. Reactant: [C:1]([N:8]1[CH2:13][CH2:12][CH:11]([CH2:14][CH2:15]O)[CH2:10][CH2:9]1)([O:3][C:4]([CH3:7])([CH3:6])[CH3:5])=[O:2].C1(P(C2C=CC=CC=2)C2C=CC=CC=2)C=CC=CC=1.N1C=CN=C1.[I:41]I. Product: [I:41][CH2:15][CH2:14][CH:11]1[CH2:12][CH2:13][N:8]([C:1]([O:3][C:4]([CH3:7])([CH3:6])[CH3:5])=[O:2])[CH2:9][CH2:10]1. (4) Reactant: [S:1]=[C:2]1[N:6]([C:7]2[CH:12]=[CH:11][CH:10]=[C:9]([C:13]([F:16])([F:15])[F:14])[CH:8]=2)[C:5](=[O:17])[CH2:4][S:3]1.[C:18]([C:21]1[CH:28]=[CH:27][C:24]([CH:25]=O)=[CH:23][CH:22]=1)([OH:20])=[O:19].N1CCCCC1. Product: [CH:11]1[CH:12]=[C:7]([N:6]2[C:2](=[S:1])[S:3]/[C:4](=[CH:25]\[C:24]3[CH:27]=[CH:28][C:21]([C:18]([OH:20])=[O:19])=[CH:22][CH:23]=3)/[C:5]2=[O:17])[CH:8]=[C:9]([C:13]([F:14])([F:15])[F:16])[CH:10]=1. The catalyst class is: 8.